Dataset: Catalyst prediction with 721,799 reactions and 888 catalyst types from USPTO. Task: Predict which catalyst facilitates the given reaction. Reactant: F[C:2]1[CH:9]=[CH:8][C:5]([C:6]#[N:7])=[CH:4][N:3]=1.[NH2:10][C@H:11]1[C:20]2[C:15](=[CH:16][CH:17]=[C:18]([C:21]3[CH2:22][CH2:23][O:24][CH2:25][CH:26]=3)[CH:19]=2)[N:14]([C:27](=[O:29])[CH3:28])[C@@H:13]([CH:30]2[CH2:32][CH2:31]2)[C@@H:12]1[CH3:33].CCN(C(C)C)C(C)C. Product: [C:27]([N:14]1[C:15]2[C:20](=[CH:19][C:18]([C:21]3[CH2:22][CH2:23][O:24][CH2:25][CH:26]=3)=[CH:17][CH:16]=2)[C@H:11]([NH:10][C:2]2[CH:9]=[CH:8][C:5]([C:6]#[N:7])=[CH:4][N:3]=2)[C@@H:12]([CH3:33])[C@@H:13]1[CH:30]1[CH2:32][CH2:31]1)(=[O:29])[CH3:28]. The catalyst class is: 60.